Predict the reactants needed to synthesize the given product. From a dataset of Full USPTO retrosynthesis dataset with 1.9M reactions from patents (1976-2016). (1) Given the product [C:1]([S:5]([CH2:8][C:9]1[CH:10]=[C:11]([NH:12][C:17]2[N:22]=[C:21]([C:23]3[CH:28]=[CH:27][C:26]([F:29])=[CH:25][C:24]=3[F:30])[C:20]([F:31])=[CH:19][N:18]=2)[CH:13]=[CH:14][CH:15]=1)(=[O:7])=[O:6])([CH3:4])([CH3:2])[CH3:3], predict the reactants needed to synthesize it. The reactants are: [C:1]([S:5]([CH2:8][C:9]1[CH:10]=[C:11]([CH:13]=[CH:14][CH:15]=1)[NH2:12])(=[O:7])=[O:6])([CH3:4])([CH3:3])[CH3:2].Cl[C:17]1[N:22]=[C:21]([C:23]2[CH:28]=[CH:27][C:26]([F:29])=[CH:25][C:24]=2[F:30])[C:20]([F:31])=[CH:19][N:18]=1. (2) Given the product [C:27]([C@@:24]1([CH:29]2[CH2:30][CH2:31]2)[CH2:25][CH2:26][N:22]([C:20]2[CH:21]=[CH:16][N:17]=[C:18]([NH:1][C:2]3[CH:6]=[C:5]([C:7]([O:9][C:10]([CH3:11])([CH3:13])[CH3:12])=[O:8])[N:4]([CH3:14])[N:3]=3)[CH:19]=2)[C:23]1=[O:32])#[N:28], predict the reactants needed to synthesize it. The reactants are: [NH2:1][C:2]1[CH:6]=[C:5]([C:7]([O:9][C:10]([CH3:13])([CH3:12])[CH3:11])=[O:8])[N:4]([CH3:14])[N:3]=1.Br[C:16]1[CH:21]=[C:20]([N:22]2[CH2:26][CH2:25][C@:24]([CH:29]3[CH2:31][CH2:30]3)([C:27]#[N:28])[C:23]2=[O:32])[CH:19]=[CH:18][N:17]=1.C(=O)([O-])[O-].[K+].[K+].C(=O)(O)[O-].[Na+]. (3) Given the product [CH2:1]([NH:3][C:4]([NH:6][C:7]1[CH:8]=[CH:9][C:10]([C:13]2[N:14]=[C:15]([N:23]3[CH2:28][CH2:27][O:26][CH2:25][C@@H:24]3[CH3:29])[C:16]3[CH2:22][CH2:21][N:20]([C:36](=[O:37])[CH2:35][O:34][CH2:33][CH2:32][O:31][CH3:30])[CH2:19][C:17]=3[N:18]=2)=[CH:11][CH:12]=1)=[O:5])[CH3:2], predict the reactants needed to synthesize it. The reactants are: [CH2:1]([NH:3][C:4]([NH:6][C:7]1[CH:12]=[CH:11][C:10]([C:13]2[N:14]=[C:15]([N:23]3[CH2:28][CH2:27][O:26][CH2:25][C@@H:24]3[CH3:29])[C:16]3[CH2:22][CH2:21][NH:20][CH2:19][C:17]=3[N:18]=2)=[CH:9][CH:8]=1)=[O:5])[CH3:2].[CH3:30][O:31][CH2:32][CH2:33][O:34][CH2:35][C:36](Cl)=[O:37]. (4) Given the product [C:32]1([CH3:33])[CH:27]=[CH:28][CH:29]=[CH:30][C:31]=1[C:2]1[CH:3]=[C:4]2[C:9](=[CH:10][CH:11]=1)[N:8]=[CH:7][C:6]([CH:12]=[CH:13][C:14]([O:16][CH3:17])=[O:15])=[CH:5]2, predict the reactants needed to synthesize it. The reactants are: Br[C:2]1[CH:3]=[C:4]2[C:9](=[CH:10][CH:11]=1)[N:8]=[CH:7][C:6]([CH:12]=[CH:13][C:14]([O:16][CH3:17])=[O:15])=[CH:5]2.C([O-])(=O)C.[K+].O.BrC1C=[CH:33][C:32]2[C:27](=[CH:28][CH:29]=[CH:30][CH:31]=2)N=1. (5) Given the product [NH2:36][C:34]1[N:33]=[CH:32][N:31]=[C:30]2[N:29]([CH2:49][CH:46]3[CH2:47][CH2:48][N:44]([C:37]([O:39][C:40]([CH3:41])([CH3:43])[CH3:42])=[O:38])[CH2:45]3)[N:28]=[C:27]([C:26]#[C:25][C:19]3[CH:18]=[C:17]([O:16][CH3:15])[CH:22]=[C:21]([O:23][CH3:24])[CH:20]=3)[C:35]=12, predict the reactants needed to synthesize it. The reactants are: CC(OC(/N=N/C(OC(C)C)=O)=O)C.[CH3:15][O:16][C:17]1[CH:18]=[C:19]([C:25]#[C:26][C:27]2[C:35]3[C:30](=[N:31][CH:32]=[N:33][C:34]=3[NH2:36])[NH:29][N:28]=2)[CH:20]=[C:21]([O:23][CH3:24])[CH:22]=1.[C:37]([N:44]1[CH2:48][CH2:47][CH:46]([CH2:49]O)[CH2:45]1)([O:39][C:40]([CH3:43])([CH3:42])[CH3:41])=[O:38].C1(P(C2C=CC=CC=2)C2C=CC=CC=2)C=CC=CC=1.